Dataset: Full USPTO retrosynthesis dataset with 1.9M reactions from patents (1976-2016). Task: Predict the reactants needed to synthesize the given product. (1) Given the product [CH:18]1([C:16]2[CH:17]=[C:13]([NH:12][C:10]3[C:9]4[C:4](=[CH:5][CH:6]=[C:7]([I:21])[CH:8]=4)[N:3]=[C:2]([NH:38][C:35]4[CH:36]=[C:37]5[C:32]([C:31](=[O:39])[NH:30][NH:29]5)=[CH:33][CH:34]=4)[N:11]=3)[NH:14][N:15]=2)[CH2:20][CH2:19]1, predict the reactants needed to synthesize it. The reactants are: Cl[C:2]1[N:11]=[C:10]([NH:12][C:13]2[NH:14][N:15]=[C:16]([CH:18]3[CH2:20][CH2:19]3)[CH:17]=2)[C:9]2[C:4](=[CH:5][CH:6]=[C:7]([I:21])[CH:8]=2)[N:3]=1.C(OC([N:29]1[C:37]2[C:32](=[CH:33][CH:34]=[C:35]([NH2:38])[CH:36]=2)[C:31](=[O:39])[NH:30]1)=O)(C)(C)C.C1COCC1.C([O-])(O)=O.[Na+]. (2) The reactants are: [O:1]=[C:2]1[CH2:6][CH2:5][C:4](=[O:7])[N:3]1[C:8]1[CH:9]=[CH:10][CH:11]=[C:12]2[C:17]=1[N:16]([CH2:18][C:19]1[CH:23]=[CH:22][S:21][CH:20]=1)[C:15](=[O:24])[CH:14]([NH:25][C:26](=[O:46])[C@H:27]([NH:32][C:33](=[O:45])[C:34]([NH:37]C(=O)OC(C)(C)C)([CH3:36])[CH3:35])[CH2:28][CH:29]([CH3:31])[CH3:30])[CH2:13]2.Cl.C(=O)(O)[O-].[Na+]. Given the product [NH2:37][C:34]([CH3:35])([CH3:36])[C:33]([NH:32][C@H:27]([CH2:28][CH:29]([CH3:30])[CH3:31])[C:26]([NH:25][CH:14]1[CH2:13][C:12]2[C:17](=[C:8]([N:3]3[C:2](=[O:1])[CH2:6][CH2:5][C:4]3=[O:7])[CH:9]=[CH:10][CH:11]=2)[N:16]([CH2:18][C:19]2[CH:23]=[CH:22][S:21][CH:20]=2)[C:15]1=[O:24])=[O:46])=[O:45], predict the reactants needed to synthesize it. (3) Given the product [CH3:16][N:3]1[CH2:4][CH2:5][CH2:6][C@H:7]([NH:8][C:9](=[O:15])[O:10][C:11]([CH3:12])([CH3:14])[CH3:13])[C:2]1=[O:1], predict the reactants needed to synthesize it. The reactants are: [O:1]=[C:2]1[C@@H:7]([NH:8][C:9](=[O:15])[O:10][C:11]([CH3:14])([CH3:13])[CH3:12])[CH2:6][CH2:5][CH2:4][NH:3]1.[CH3:16]I. (4) Given the product [Cl:1][C:2]1[CH:3]=[CH:4][C:5]([C:8]2[O:16][C:15]3[CH:14]=[CH:13][N:12]([C:17]4[CH:22]=[CH:21][C:20]([O:23][CH2:33][C:34]([OH:37])([CH3:36])[CH3:35])=[C:19]([O:24][CH3:25])[CH:18]=4)[C:11](=[O:26])[C:10]=3[CH:9]=2)=[CH:6][CH:7]=1, predict the reactants needed to synthesize it. The reactants are: [Cl:1][C:2]1[CH:7]=[CH:6][C:5]([C:8]2[O:16][C:15]3[CH:14]=[CH:13][N:12]([C:17]4[CH:22]=[CH:21][C:20]([OH:23])=[C:19]([O:24][CH3:25])[CH:18]=4)[C:11](=[O:26])[C:10]=3[CH:9]=2)=[CH:4][CH:3]=1.C(=O)([O-])[O-].[K+].[K+].[CH3:33][C:34]1([O:37][CH2:36]1)[CH3:35].